This data is from Full USPTO retrosynthesis dataset with 1.9M reactions from patents (1976-2016). The task is: Predict the reactants needed to synthesize the given product. (1) The reactants are: [CH2:1](S)[C@@H:2](O)[C@H:3]([OH:6])[CH2:4]S.[C:9](SCCNC(=O)CCNC(=O)[C@H](O)C(C)(C)COP(O)(=O)OP(O)(=O)O[CH2:9][C@H:10]1O[C@@H:13](N2C3N=CN=C(N)C=3N=C2)[C@H:12](O)[C@@H:11]1OP(O)(O)=O)(=O)[CH2:10][CH2:11][CH2:12][CH2:13]C.[Mg+2].[Cl-].[Cl-].P(OC[C@H]1O[C@@H](N2C3N=CN=C(N)C=3N=C2)[C@H](O)[C@@H]1O)(OP(OP(O)(O)=O)(O)=O)(=O)O.[C@@H]1(N2C3N=CN=C(N)C=3N=C2)O[C@H](COP(OP(OCC([C@H](C(NCCC(NCCS)=O)=O)O)(C)C)(O)=O)(O)=O)[C@@H](OP(O)(O)=O)[C@H]1O.[C:146]([O-:152])(=[O:151])[CH2:147][C:148]([O-:150])=O.[Na+].[Na+].C(SCCNC(=O)CCNC(=O)[C@H](O)C(C)(C)COP(O)(=O)OP(O)(=O)OC[C@H]1O[C@@H](N2C3N=CN=C(N)C=3N=C2)[C@H](O)[C@@H]1OP(O)(O)=O)(=O)CC(O)=O. Given the product [CH3:9][CH2:10][CH2:11][CH2:12][CH2:13][C:1]1[C:147]([C:146]([OH:152])=[O:151])=[C:148]([OH:150])[CH:4]=[C:3]([OH:6])[CH:2]=1, predict the reactants needed to synthesize it. (2) Given the product [NH2:35][CH2:34][C:30]1[CH:29]=[C:28]([F:36])[C:27]([C:26]([NH:25][C@@H:6]([CH2:7][C:8]2[CH:9]=[CH:10][C:11]([C:14]3[C:15](=[O:24])[N:16]([CH3:23])[C:17](=[O:22])[N:18]([CH3:21])[C:19]=3[CH3:20])=[CH:12][CH:13]=2)[C:5]([OH:38])=[O:4])=[O:37])=[C:32]([F:33])[CH:31]=1, predict the reactants needed to synthesize it. The reactants are: C([O:4][C:5](=[O:38])[C@@H:6]([NH:25][C:26](=[O:37])[C:27]1[C:32]([F:33])=[CH:31][C:30]([CH2:34][NH2:35])=[CH:29][C:28]=1[F:36])[CH2:7][C:8]1[CH:13]=[CH:12][C:11]([C:14]2[C:15](=[O:24])[N:16]([CH3:23])[C:17](=[O:22])[N:18]([CH3:21])[C:19]=2[CH3:20])=[CH:10][CH:9]=1)CC.[OH-].[Li+].C(O)(C(F)(F)F)=O. (3) Given the product [CH2:40]([O:39][C:37](=[O:38])[C:36]([OH:42])([C:35]([F:34])([F:43])[F:44])[CH2:23][C:24]1[C:33]2[C:28](=[CH:29][CH:30]=[CH:31][CH:32]=2)[O:27][CH2:26][CH:25]=1)[CH3:41], predict the reactants needed to synthesize it. The reactants are: C1C=C2C=CC(O)=C(C3C4C(=CC=CC=4)C=CC=3O)C2=CC=1.[CH2:23]=[C:24]1[C:33]2[C:28](=[CH:29][CH:30]=[CH:31][CH:32]=2)[O:27][CH2:26][CH2:25]1.[F:34][C:35]([F:44])([F:43])[C:36](=[O:42])[C:37]([O:39][CH2:40][CH3:41])=[O:38]. (4) Given the product [C:46]([C:50]1[CH:70]=[CH:69][C:53]([CH2:54][N:55]([CH2:56][CH2:57][C:58]2[CH:63]=[CH:62][C:61]([F:64])=[C:60]([C:65]([F:67])([F:68])[F:66])[CH:59]=2)[C:12]([C:9]2[C:10]([F:11])=[C:2]([Cl:1])[CH:3]=[C:4]3[C:8]=2[NH:7][CH:6]=[CH:5]3)=[O:14])=[CH:52][CH:51]=1)([CH3:49])([CH3:47])[CH3:48], predict the reactants needed to synthesize it. The reactants are: [Cl:1][C:2]1[CH:3]=[C:4]2[C:8](=[C:9]([C:12]([OH:14])=O)[C:10]=1[F:11])[NH:7][CH:6]=[CH:5]2.CN(C(ON1N=NC2C=CC=CC1=2)=[N+](C)C)C.[B-](F)(F)(F)F.C(N(CC)C(C)C)(C)C.[C:46]([C:50]1[CH:70]=[CH:69][C:53]([CH2:54][NH:55][CH2:56][CH2:57][C:58]2[CH:63]=[CH:62][C:61]([F:64])=[C:60]([C:65]([F:68])([F:67])[F:66])[CH:59]=2)=[CH:52][CH:51]=1)([CH3:49])([CH3:48])[CH3:47]. (5) Given the product [B:6].[B:6].[B:6].[B:6].[B:6].[B:6].[B:6].[B:6].[B:6].[B:6].[B:6].[B:6].[Zr:2], predict the reactants needed to synthesize it. The reactants are: [Cl-].[Zr+4:2].[Cl-].[Cl-].[Cl-].[B:6](O)(O)O.[Mg]. (6) Given the product [O:15]=[C:14]1[C:8]2=[CH:7][C:6]3[CH:5]=[C:4]([C:16]#[N:17])[CH:3]=[C:2]([C:22]4[CH:21]=[CH:20][C:19]([F:18])=[C:24]([F:25])[C:23]=4[F:26])[C:10]=3[N:9]2[CH2:11][CH2:12][NH:13]1, predict the reactants needed to synthesize it. The reactants are: Br[C:2]1[C:10]2[N:9]3[CH2:11][CH2:12][NH:13][C:14](=[O:15])[C:8]3=[CH:7][C:6]=2[CH:5]=[C:4]([C:16]#[N:17])[CH:3]=1.[F:18][C:19]1[C:24]([F:25])=[C:23]([F:26])[CH:22]=[CH:21][C:20]=1B(O)O. (7) Given the product [CH3:45][N:44]([CH3:46])[CH2:43][CH2:42][O:30][C:20]1[C:21]([NH:23][C:24]2[CH:25]=[CH:26][N:27]=[CH:28][CH:29]=2)=[N:22][C:17]([C:11]2[C:12]3[CH2:16][CH2:15][CH2:14][C:13]=3[N:9]([CH2:8][C:7]3[C:6]([F:34])=[CH:5][C:4]([O:3][CH2:1][CH3:2])=[CH:32][C:31]=3[F:33])[N:10]=2)=[N:18][CH:19]=1, predict the reactants needed to synthesize it. The reactants are: [CH2:1]([O:3][C:4]1[CH:32]=[C:31]([F:33])[C:7]([CH2:8][N:9]2[C:13]3[CH2:14][CH2:15][CH2:16][C:12]=3[C:11]([C:17]3[N:22]=[C:21]([NH:23][C:24]4[CH:29]=[CH:28][N:27]=[CH:26][CH:25]=4)[C:20]([OH:30])=[CH:19][N:18]=3)=[N:10]2)=[C:6]([F:34])[CH:5]=1)[CH3:2].C(=O)([O-])[O-].[K+].[K+].Cl[CH2:42][CH2:43][N:44]([CH3:46])[CH3:45]. (8) Given the product [Cl:1][C:2]1[N:7]=[C:6]([O:8][C:9]2[C:10]([CH3:17])=[CH:11][C:12]([CH3:16])=[CH:13][C:14]=2[CH3:15])[C:5]([C:18]([NH:20][S:21]([C:24]2[C:25](=[O:30])[NH:26][CH:27]=[CH:28][CH:29]=2)(=[O:22])=[O:23])=[O:19])=[CH:4][CH:3]=1, predict the reactants needed to synthesize it. The reactants are: [Cl:1][C:2]1[N:7]=[C:6]([O:8][C:9]2[C:14]([CH3:15])=[CH:13][C:12]([CH3:16])=[CH:11][C:10]=2[CH3:17])[C:5]([C:18]([NH:20][S:21]([C:24]2[C:25]([O:30]C)=[N:26][CH:27]=[CH:28][CH:29]=2)(=[O:23])=[O:22])=[O:19])=[CH:4][CH:3]=1.Cl. (9) Given the product [O:10]1[C:14]2[CH:15]=[C:16]([CH2:19][N:20]([C:3]3[C:2]([Cl:1])=[CH:7][C:6]([Cl:8])=[CH:5][N:4]=3)[S:21]([C:24]3[CH:33]=[CH:32][C:27]([C:28]([O:30][CH3:31])=[O:29])=[CH:26][CH:25]=3)(=[O:23])=[O:22])[CH:17]=[CH:18][C:13]=2[CH:12]=[CH:11]1, predict the reactants needed to synthesize it. The reactants are: [Cl:1][C:2]1[C:3](F)=[N:4][CH:5]=[C:6]([Cl:8])[CH:7]=1.[O:10]1[C:14]2[CH:15]=[C:16]([CH2:19][NH:20][S:21]([C:24]3[CH:33]=[CH:32][C:27]([C:28]([O:30][CH3:31])=[O:29])=[CH:26][CH:25]=3)(=[O:23])=[O:22])[CH:17]=[CH:18][C:13]=2[CH:12]=[CH:11]1. (10) Given the product [CH3:1][C:2]1[C:6]([C:7]2[CH:8]=[C:9]([C:22]([OH:24])=[O:23])[C:10]3[NH:11][C:12]4[C:17]([C:18]=3[CH:19]=2)=[CH:16][C:15]([O:20][CH3:21])=[CH:14][CH:13]=4)=[C:5]([CH3:26])[O:4][N:3]=1, predict the reactants needed to synthesize it. The reactants are: [CH3:1][C:2]1[C:6]([C:7]2[CH:8]=[C:9]([C:22]([O:24]C)=[O:23])[C:10]3[NH:11][C:12]4[C:17]([C:18]=3[CH:19]=2)=[CH:16][C:15]([O:20][CH3:21])=[CH:14][CH:13]=4)=[C:5]([CH3:26])[O:4][N:3]=1.O.[OH-].[Li+].